The task is: Regression. Given two drug SMILES strings and cell line genomic features, predict the synergy score measuring deviation from expected non-interaction effect.. This data is from NCI-60 drug combinations with 297,098 pairs across 59 cell lines. (1) Drug 1: CCN(CC)CCNC(=O)C1=C(NC(=C1C)C=C2C3=C(C=CC(=C3)F)NC2=O)C. Drug 2: B(C(CC(C)C)NC(=O)C(CC1=CC=CC=C1)NC(=O)C2=NC=CN=C2)(O)O. Cell line: MDA-MB-231. Synergy scores: CSS=61.1, Synergy_ZIP=4.45, Synergy_Bliss=-1.04, Synergy_Loewe=-38.5, Synergy_HSA=-9.01. (2) Drug 1: CC1=C(C=C(C=C1)NC(=O)C2=CC=C(C=C2)CN3CCN(CC3)C)NC4=NC=CC(=N4)C5=CN=CC=C5. Drug 2: CC(C)CN1C=NC2=C1C3=CC=CC=C3N=C2N. Cell line: MALME-3M. Synergy scores: CSS=-2.34, Synergy_ZIP=-0.664, Synergy_Bliss=-5.92, Synergy_Loewe=-8.23, Synergy_HSA=-7.95. (3) Drug 2: C(CC(=O)O)C(=O)CN.Cl. Cell line: NCI-H226. Synergy scores: CSS=-4.11, Synergy_ZIP=0.0905, Synergy_Bliss=-4.42, Synergy_Loewe=-9.50, Synergy_HSA=-6.64. Drug 1: CN(C)N=NC1=C(NC=N1)C(=O)N. (4) Drug 1: CC1=C(N=C(N=C1N)C(CC(=O)N)NCC(C(=O)N)N)C(=O)NC(C(C2=CN=CN2)OC3C(C(C(C(O3)CO)O)O)OC4C(C(C(C(O4)CO)O)OC(=O)N)O)C(=O)NC(C)C(C(C)C(=O)NC(C(C)O)C(=O)NCCC5=NC(=CS5)C6=NC(=CS6)C(=O)NCCC[S+](C)C)O. Drug 2: CC1CCCC2(C(O2)CC(NC(=O)CC(C(C(=O)C(C1O)C)(C)C)O)C(=CC3=CSC(=N3)C)C)C. Cell line: COLO 205. Synergy scores: CSS=78.8, Synergy_ZIP=5.55, Synergy_Bliss=3.79, Synergy_Loewe=-1.51, Synergy_HSA=6.29. (5) Drug 1: C1=CN(C(=O)N=C1N)C2C(C(C(O2)CO)O)O.Cl. Drug 2: CS(=O)(=O)CCNCC1=CC=C(O1)C2=CC3=C(C=C2)N=CN=C3NC4=CC(=C(C=C4)OCC5=CC(=CC=C5)F)Cl. Cell line: OVCAR3. Synergy scores: CSS=15.2, Synergy_ZIP=-4.80, Synergy_Bliss=-2.82, Synergy_Loewe=-1.58, Synergy_HSA=-0.816. (6) Cell line: A549. Drug 2: CC1C(C(CC(O1)OC2CC(OC(C2O)C)OC3=CC4=CC5=C(C(=O)C(C(C5)C(C(=O)C(C(C)O)O)OC)OC6CC(C(C(O6)C)O)OC7CC(C(C(O7)C)O)OC8CC(C(C(O8)C)O)(C)O)C(=C4C(=C3C)O)O)O)O. Drug 1: CC1=C(C(=CC=C1)Cl)NC(=O)C2=CN=C(S2)NC3=CC(=NC(=N3)C)N4CCN(CC4)CCO. Synergy scores: CSS=55.0, Synergy_ZIP=-5.39, Synergy_Bliss=-0.224, Synergy_Loewe=-6.69, Synergy_HSA=0.277. (7) Drug 1: CC(CN1CC(=O)NC(=O)C1)N2CC(=O)NC(=O)C2. Drug 2: CC1OCC2C(O1)C(C(C(O2)OC3C4COC(=O)C4C(C5=CC6=C(C=C35)OCO6)C7=CC(=C(C(=C7)OC)O)OC)O)O. Cell line: MOLT-4. Synergy scores: CSS=97.0, Synergy_ZIP=6.85, Synergy_Bliss=10.1, Synergy_Loewe=9.27, Synergy_HSA=12.7. (8) Drug 1: C1=NNC2=C1C(=O)NC=N2. Drug 2: CC1C(C(CC(O1)OC2CC(CC3=C2C(=C4C(=C3O)C(=O)C5=CC=CC=C5C4=O)O)(C(=O)C)O)N)O. Cell line: HL-60(TB). Synergy scores: CSS=47.0, Synergy_ZIP=5.75, Synergy_Bliss=9.83, Synergy_Loewe=-11.8, Synergy_HSA=10.6. (9) Drug 1: CN(C)C1=NC(=NC(=N1)N(C)C)N(C)C. Drug 2: CS(=O)(=O)CCNCC1=CC=C(O1)C2=CC3=C(C=C2)N=CN=C3NC4=CC(=C(C=C4)OCC5=CC(=CC=C5)F)Cl. Cell line: OVCAR-5. Synergy scores: CSS=1.12, Synergy_ZIP=1.12, Synergy_Bliss=3.12, Synergy_Loewe=-4.96, Synergy_HSA=-0.957.